Predict the reaction yield, written as a fraction of the theoretical maximum amount of product (1.0 means a 100% yield; for example, 0.34 means a 34% yield). From a dataset of Reaction yield outcomes from USPTO patents with 853,638 reactions. The reactants are CC1(C)[O:9][C:8](=[O:10])[C:5]2([CH2:7][CH2:6]2)[C:4](=[O:11])O1.[F:13][C:14]1[CH:15]=[C:16]([CH:18]=[CH:19][C:20]=1[C:21]([F:24])([F:23])[F:22])[NH2:17]. The catalyst is C(O)C. The product is [F:13][C:14]1[CH:15]=[C:16]([N:17]2[CH2:6][CH2:7][CH:5]([C:8]([OH:9])=[O:10])[C:4]2=[O:11])[CH:18]=[CH:19][C:20]=1[C:21]([F:23])([F:24])[F:22]. The yield is 0.350.